The task is: Predict the reaction yield, written as a fraction of the theoretical maximum amount of product (1.0 means a 100% yield; for example, 0.34 means a 34% yield).. This data is from Reaction yield outcomes from USPTO patents with 853,638 reactions. The reactants are [CH3:1][O:2][C:3]([C:5]1([CH3:19])[C:10](=[O:11])[CH2:9][CH2:8][N:7]([C:12]([O:14][C:15]([CH3:18])([CH3:17])[CH3:16])=[O:13])[CH2:6]1)=[O:4].[Cl:20][C:21]1[CH:26]=[CH:25][C:24]([Mg]Br)=[CH:23][CH:22]=1. The catalyst is O1CCCC1. The product is [CH3:1][O:2][C:3]([C:5]1([CH3:19])[C:10]([C:24]2[CH:25]=[CH:26][C:21]([Cl:20])=[CH:22][CH:23]=2)([OH:11])[CH2:9][CH2:8][N:7]([C:12]([O:14][C:15]([CH3:18])([CH3:17])[CH3:16])=[O:13])[CH2:6]1)=[O:4]. The yield is 0.700.